Dataset: Forward reaction prediction with 1.9M reactions from USPTO patents (1976-2016). Task: Predict the product of the given reaction. (1) Given the reactants [O:1]=[C:2]([O-:11])[C@@H:3]([C@H:5]([C@@H:7]([CH2:9][OH:10])[OH:8])O)[OH:4].[O:12]=[C:13]([O-:22])[C@@H:14]([C@H:16]([C@H:18]([CH2:20][OH:21])[OH:19])O)[OH:15], predict the reaction product. The product is: [C:2]([O-:11])(=[O:1])[C:3]([CH2:5][C@@H:7]([CH2:9][OH:10])[OH:8])=[O:4].[C:13]([O-:22])(=[O:12])[C:14]([CH2:16][C@H:18]([CH2:20][OH:21])[OH:19])=[O:15]. (2) The product is: [F:1][C:2]1[CH:3]=[CH:4][C:5]([N:8]2[C:16]3[C:11](=[CH:12][C:13]([O:17][C@H:18]([C:22]4[CH:27]=[CH:26][CH:25]=[C:24]([O:28][CH3:29])[CH:23]=4)[C@@H:19]([NH:21][C:35](=[O:36])[C:34](=[O:38])[NH:33][CH:30]([CH3:32])[CH3:31])[CH3:20])=[CH:14][CH:15]=3)[CH:10]=[N:9]2)=[CH:6][CH:7]=1. Given the reactants [F:1][C:2]1[CH:7]=[CH:6][C:5]([N:8]2[C:16]3[C:11](=[CH:12][C:13]([O:17][C@H:18]([C:22]4[CH:27]=[CH:26][CH:25]=[C:24]([O:28][CH3:29])[CH:23]=4)[C@@H:19]([NH2:21])[CH3:20])=[CH:14][CH:15]=3)[CH:10]=[N:9]2)=[CH:4][CH:3]=1.[CH:30]([NH:33][C:34](=[O:38])[C:35](O)=[O:36])([CH3:32])[CH3:31], predict the reaction product. (3) The product is: [C:25]1([C:62]2[CH:63]=[CH:64][CH:65]=[CH:66][CH:67]=2)[CH:26]=[CH:27][C:28]([CH2:31][N:32]2[C:36]3[CH:37]=[C:38]([F:49])[C:39]([C:42]4[CH:43]=[CH:44][C:45]([C:13]5[CH:12]=[CH:11][C:10]([C:8]([N:5]6[CH2:4][CH2:3][CH:2]([OH:1])[CH2:7][CH2:6]6)=[O:9])=[CH:15][CH:14]=5)=[CH:46][CH:47]=4)=[C:40]([F:41])[C:35]=3[N:34]=[C:33]2[O:50][CH:51]2[CH2:52][CH2:53][CH:54]([C:57]([O:59][CH2:60][CH3:61])=[O:58])[CH2:55][CH2:56]2)=[CH:29][CH:30]=1. Given the reactants [OH:1][CH:2]1[CH2:7][CH2:6][N:5]([C:8]([C:10]2[CH:15]=[CH:14][C:13](B3OC(C)(C)C(C)(C)O3)=[CH:12][CH:11]=2)=[O:9])[CH2:4][CH2:3]1.[C:25]1([C:62]2[CH:67]=[CH:66][CH:65]=[CH:64][CH:63]=2)[CH:30]=[CH:29][C:28]([CH2:31][N:32]2[C:36]3[CH:37]=[C:38]([F:49])[C:39]([C:42]4[CH:47]=[CH:46][C:45](Br)=[CH:44][CH:43]=4)=[C:40]([F:41])[C:35]=3[N:34]=[C:33]2[O:50][CH:51]2[CH2:56][CH2:55][CH:54]([C:57]([O:59][CH2:60][CH3:61])=[O:58])[CH2:53][CH2:52]2)=[CH:27][CH:26]=1.C([O-])([O-])=O.[K+].[K+], predict the reaction product.